Dataset: Full USPTO retrosynthesis dataset with 1.9M reactions from patents (1976-2016). Task: Predict the reactants needed to synthesize the given product. (1) Given the product [CH3:1][C:2]1[N:7]=[C:6]([C:8]2[CH:9]=[C:10]([C:28]3[S:32][C:31]([S:33]([NH2:36])(=[O:35])=[O:34])=[CH:30][CH:29]=3)[CH:11]=[CH:12][CH:13]=2)[CH:5]=[C:4]([C:17]2[CH:22]=[CH:21][C:20]([C:23]([F:26])([F:25])[F:24])=[CH:19][CH:18]=2)[CH:3]=1, predict the reactants needed to synthesize it. The reactants are: [CH3:1][C:2]1[N:7]=[C:6]([C:8]2[CH:9]=[C:10](B(O)O)[CH:11]=[CH:12][CH:13]=2)[CH:5]=[C:4]([C:17]2[CH:22]=[CH:21][C:20]([C:23]([F:26])([F:25])[F:24])=[CH:19][CH:18]=2)[CH:3]=1.Br[C:28]1[S:32][C:31]([S:33]([NH2:36])(=[O:35])=[O:34])=[CH:30][CH:29]=1. (2) The reactants are: [N:8]1(C([N:8]2[CH:12]=[CH:11][N:10]=[CH:9]2)=N)[CH:12]=[CH:11][N:10]=[CH:9]1.Cl.NC1C=[CH:19][C:18]([O:21][CH3:22])=[CH:17][C:16]=1[OH:23].C(N(CC)CC)C. Given the product [CH3:22][O:21][C:18]1[CH:19]=[CH:12][C:11]2[N:10]=[C:9]([NH2:8])[O:23][C:16]=2[CH:17]=1, predict the reactants needed to synthesize it. (3) Given the product [N:22]([CH2:25][C@H:26]([NH:34][C:2]1[N:7]=[C:6]([N:8]([CH3:21])[C:9]2[CH:14]=[CH:13][N:12]=[C:11]([C:15]3[CH:20]=[CH:19][CH:18]=[CH:17][CH:16]=3)[N:10]=2)[CH:5]=[CH:4][N:3]=1)[CH2:27][C:28]1[CH:33]=[CH:32][CH:31]=[CH:30][CH:29]=1)=[N+:23]=[N-:24], predict the reactants needed to synthesize it. The reactants are: F[C:2]1[N:7]=[C:6]([N:8]([CH3:21])[C:9]2[CH:14]=[CH:13][N:12]=[C:11]([C:15]3[CH:20]=[CH:19][CH:18]=[CH:17][CH:16]=3)[N:10]=2)[CH:5]=[CH:4][N:3]=1.[N:22]([CH2:25][C@H:26]([NH2:34])[CH2:27][C:28]1[CH:33]=[CH:32][CH:31]=[CH:30][CH:29]=1)=[N+:23]=[N-:24]. (4) Given the product [CH3:13][C:5]1[CH:4]=[C:3]([CH2:1][N:14]2[CH2:19][CH2:18][CH2:17][CH2:16][CH2:15]2)[CH:12]=[CH:11][C:6]=1[C:7]([O:9][CH3:10])=[O:8], predict the reactants needed to synthesize it. The reactants are: [CH:1]([C:3]1[CH:12]=[CH:11][C:6]([C:7]([O:9][CH3:10])=[O:8])=[C:5]([CH3:13])[CH:4]=1)=O.[NH:14]1[CH2:19][CH2:18][CH2:17][CH2:16][CH2:15]1.C([BH3-])#N.[Na+].